Dataset: Peptide-MHC class I binding affinity with 185,985 pairs from IEDB/IMGT. Task: Regression. Given a peptide amino acid sequence and an MHC pseudo amino acid sequence, predict their binding affinity value. This is MHC class I binding data. (1) The peptide sequence is SYDTRCFDSTV. The MHC is Patr-A0901 with pseudo-sequence Patr-A0901. The binding affinity (normalized) is 0.425. (2) The peptide sequence is GTYKRVTEK. The MHC is HLA-B44:02 with pseudo-sequence HLA-B44:02. The binding affinity (normalized) is 0.213. (3) The peptide sequence is ALAKAAAAL. The MHC is HLA-A02:03 with pseudo-sequence HLA-A02:03. The binding affinity (normalized) is 0.787. (4) The peptide sequence is MLLVLCVTQV. The MHC is HLA-A02:06 with pseudo-sequence HLA-A02:06. The binding affinity (normalized) is 0.590.